Dataset: Forward reaction prediction with 1.9M reactions from USPTO patents (1976-2016). Task: Predict the product of the given reaction. (1) Given the reactants [CH2:1]([N:8]1[C:16]2[C:15](=[O:17])[NH:14][C:13](=[O:18])[NH:12][C:11]=2[N:10]=[CH:9]1)[C:2]1[CH:7]=[CH:6][CH:5]=[CH:4][CH:3]=1.[H-].[Na+].[C:21]([O:27][CH2:28]Cl)(=[O:26])[C:22]([CH3:25])([CH3:24])[CH3:23], predict the reaction product. The product is: [CH2:1]([N:8]1[C:16]2[C:15](=[O:17])[NH:14][C:13](=[O:18])[N:12]([CH2:28][O:27][C:21](=[O:26])[C:22]([CH3:25])([CH3:24])[CH3:23])[C:11]=2[N:10]=[CH:9]1)[C:2]1[CH:7]=[CH:6][CH:5]=[CH:4][CH:3]=1. (2) Given the reactants [CH2:1]1[C:3]2([CH2:8][CH2:7][CH2:6][CH2:5][N:4]2[C:9]2[N:13]3[CH:14]=[C:15]([O:18][C@H:19]4[C:28]5[C:23](=[CH:24][CH:25]=[CH:26][CH:27]=5)[C@@H:22]([NH:29][C:30]([NH:32][C:33]5[N:34]([C:42]6[CH:47]=[CH:46][CH:45]=[C:44]([O:48][CH2:49][CH2:50][OH:51])[CH:43]=6)[N:35]=[C:36]([C:38]([CH3:41])([CH3:40])[CH3:39])[CH:37]=5)=[O:31])[CH2:21][CH2:20]4)[CH:16]=[CH:17][C:12]3=[N:11][N:10]=2)[CH2:2]1.CCN(C(C)C)C(C)C.[CH3:61][S:62](Cl)(=[O:64])=[O:63].C([O-])(O)=O.[Na+], predict the reaction product. The product is: [CH2:2]1[C:3]2([CH2:8][CH2:7][CH2:6][CH2:5][N:4]2[C:9]2[N:13]3[CH:14]=[C:15]([O:18][C@H:19]4[C:28]5[C:23](=[CH:24][CH:25]=[CH:26][CH:27]=5)[C@@H:22]([NH:29][C:30](=[O:31])[NH:32][C:33]5[N:34]([C:42]6[CH:43]=[C:44]([CH:45]=[CH:46][CH:47]=6)[O:48][CH2:49][CH2:50][O:51][S:62]([CH3:61])(=[O:64])=[O:63])[N:35]=[C:36]([C:38]([CH3:41])([CH3:39])[CH3:40])[CH:37]=5)[CH2:21][CH2:20]4)[CH:16]=[CH:17][C:12]3=[N:11][N:10]=2)[CH2:1]1. (3) Given the reactants Cl[C:2]1[C:3]2[N:4]([C:18]([N:21]3[CH2:26][CH2:25][O:24][CH2:23][CH2:22]3)=[CH:19][N:20]=2)[CH:5]=[C:6]([C:10]2[CH:15]=[CH:14][C:13]([Cl:16])=[CH:12][C:11]=2[Cl:17])[C:7]=1[C:8]#[N:9].C[O-].[Na+].B.C1C[O:34][CH2:33]C1.Cl, predict the reaction product. The product is: [Cl:17][C:11]1[CH:12]=[C:13]([Cl:16])[CH:14]=[CH:15][C:10]=1[C:6]1[C:7]([CH2:8][NH2:9])=[C:2]([O:34][CH3:33])[C:3]2[N:4]([C:18]([N:21]3[CH2:26][CH2:25][O:24][CH2:23][CH2:22]3)=[CH:19][N:20]=2)[CH:5]=1.